The task is: Predict which catalyst facilitates the given reaction.. This data is from Catalyst prediction with 721,799 reactions and 888 catalyst types from USPTO. The catalyst class is: 524. Product: [O:13]1[CH2:14][C@@H:12]1[CH2:11][O:10][C@@H:8]([C:3]1[CH:4]=[CH:5][CH:6]=[CH:7][C:2]=1/[CH:18]=[CH:17]/[CH2:16][C:15]([O:20][CH3:21])=[O:19])[CH3:9]. Reactant: Br[C:2]1[CH:7]=[CH:6][CH:5]=[CH:4][C:3]=1[C@H:8]([O:10][CH2:11][C@H:12]1[CH2:14][O:13]1)[CH3:9].[C:15]([O:20][CH3:21])(=[O:19])[CH2:16][CH:17]=[CH2:18].CC1C=CC=CC=1P(C1C=CC=CC=1C)C1C=CC=CC=1C.C(N(CC)CC)C.